Dataset: Forward reaction prediction with 1.9M reactions from USPTO patents (1976-2016). Task: Predict the product of the given reaction. (1) Given the reactants [NH2:1][C:2]1[CH:3]=[C:4]([CH:8]=[CH:9][C:10]=1[Cl:11])[C:5]([OH:7])=O.CN(C(ON1N=NC2C=CC=CC1=2)=[N+](C)C)C.F[P-](F)(F)(F)(F)F.CCN(C(C)C)C(C)C.[Cl:45][C:46]1[CH:47]=[C:48]([CH:51]=[CH:52][CH:53]=1)[CH2:49][NH2:50], predict the reaction product. The product is: [NH2:1][C:2]1[CH:3]=[C:4]([CH:8]=[CH:9][C:10]=1[Cl:11])[C:5]([NH:50][CH2:49][C:48]1[CH:51]=[CH:52][CH:53]=[C:46]([Cl:45])[CH:47]=1)=[O:7]. (2) Given the reactants [Cl:1][C:2]1[C:3]([N:8]2[CH2:32][CH2:31][C:11]3[N:12]=[CH:13][N:14]=[C:15]([NH:16][C:17]4[CH:25]=[C:24]5[C:20]([C:21]([CH3:30])([CH3:29])[CH2:22][N:23]5C(=O)C)=[CH:19][CH:18]=4)[C:10]=3[CH2:9]2)=[N:4][CH:5]=[CH:6][CH:7]=1.Cl, predict the reaction product. The product is: [ClH:1].[Cl:1][C:2]1[C:3]([N:8]2[CH2:32][CH2:31][C:11]3[N:12]=[CH:13][N:14]=[C:15]([NH:16][C:17]4[CH:25]=[C:24]5[C:20]([C:21]([CH3:29])([CH3:30])[CH2:22][NH:23]5)=[CH:19][CH:18]=4)[C:10]=3[CH2:9]2)=[N:4][CH:5]=[CH:6][CH:7]=1. (3) Given the reactants [H-].[Na+].[C:3]([C:7]1[N:12]=[C:11]([N:13]2[CH2:18][CH2:17][N:16]([CH2:19][CH2:20][CH2:21][OH:22])[CH2:15][CH2:14]2)[CH:10]=[C:9]([CH:23]2[CH2:26][CH2:25][CH2:24]2)[N:8]=1)([CH3:6])([CH3:5])[CH3:4].Cl[C:28]1[CH:33]=[CH:32][N:31]=[C:30]([S:34][CH3:35])[N:29]=1, predict the reaction product. The product is: [C:3]([C:7]1[N:8]=[C:9]([CH:23]2[CH2:26][CH2:25][CH2:24]2)[CH:10]=[C:11]([N:13]2[CH2:14][CH2:15][N:16]([CH2:19][CH2:20][CH2:21][O:22][C:28]3[CH:33]=[CH:32][N:31]=[C:30]([S:34][CH3:35])[N:29]=3)[CH2:17][CH2:18]2)[N:12]=1)([CH3:6])([CH3:4])[CH3:5]. (4) Given the reactants C([O:3][C:4]([C:6]1[CH:10]=[CH:9][N:8]([CH2:11][C:12]2[CH:17]=[C:16]([Cl:18])[CH:15]=[CH:14][C:13]=2[O:19][CH2:20][C:21]2[CH:26]=[CH:25][CH:24]=[CH:23][CH:22]=2)[N:7]=1)=[O:5])C.[OH-].[Na+], predict the reaction product. The product is: [Cl:18][C:16]1[CH:15]=[CH:14][C:13]([O:19][CH2:20][C:21]2[CH:22]=[CH:23][CH:24]=[CH:25][CH:26]=2)=[C:12]([CH2:11][N:8]2[CH:9]=[CH:10][C:6]([C:4]([OH:5])=[O:3])=[N:7]2)[CH:17]=1.